Dataset: Forward reaction prediction with 1.9M reactions from USPTO patents (1976-2016). Task: Predict the product of the given reaction. (1) Given the reactants [NH2:1][N:2]1[C:6]([CH3:7])=[CH:5][CH:4]=[C:3]1[C:8]([NH:10][C:11]1[CH:16]=[CH:15][CH:14]=[CH:13][CH:12]=1)=[O:9].[C:17]([O:21][C:22]([NH:24][C@@H:25]([CH3:29])[C:26](O)=[O:27])=[O:23])([CH3:20])([CH3:19])[CH3:18], predict the reaction product. The product is: [CH3:7][C:6]1[N:2]([NH:1][C:26](=[O:27])[C@@H:25]([NH:24][C:22](=[O:23])[O:21][C:17]([CH3:19])([CH3:18])[CH3:20])[CH3:29])[C:3]([C:8](=[O:9])[NH:10][C:11]2[CH:12]=[CH:13][CH:14]=[CH:15][CH:16]=2)=[CH:4][CH:5]=1. (2) Given the reactants C(N(CC)CC)C.O1CCCC1.[NH2:13][C:14]1[C:22]([O:23][CH3:24])=[C:21]([F:25])[C:20]([I:26])=[C:19]([CH3:27])[C:15]=1[C:16]([NH2:18])=O.[F:28][C:29]([F:40])([F:39])[C:30](O[C:30](=[O:31])[C:29]([F:40])([F:39])[F:28])=[O:31], predict the reaction product. The product is: [C:16]([C:15]1[C:19]([CH3:27])=[C:20]([I:26])[C:21]([F:25])=[C:22]([O:23][CH3:24])[C:14]=1[NH:13][C:30](=[O:31])[C:29]([F:40])([F:39])[F:28])#[N:18]. (3) Given the reactants [CH2:1]([S:8][C:9]1[N:10]([CH2:16][C:17]([N:19]([CH2:28][CH2:29][NH:30][C:31]([O:33][CH2:34][CH:35]2[C:47]3[CH:46]=[CH:45][CH:44]=[CH:43][C:42]=3[C:41]3[C:36]2=[CH:37][CH:38]=[CH:39][CH:40]=3)=[O:32])[CH2:20][C:21]([O:23]C(C)(C)C)=[O:22])=[O:18])[CH:11]=[CH:12][C:13](=[O:15])[N:14]=1)[C:2]1[CH:7]=[CH:6][CH:5]=[CH:4][CH:3]=1.C(O)(C(F)(F)F)=O, predict the reaction product. The product is: [CH2:1]([S:8][C:9]1[N:10]([CH2:16][C:17]([N:19]([CH2:28][CH2:29][NH:30][C:31]([O:33][CH2:34][CH:35]2[C:36]3[CH:37]=[CH:38][CH:39]=[CH:40][C:41]=3[C:42]3[C:47]2=[CH:46][CH:45]=[CH:44][CH:43]=3)=[O:32])[CH2:20][C:21]([OH:23])=[O:22])=[O:18])[CH:11]=[CH:12][C:13](=[O:15])[N:14]=1)[C:2]1[CH:3]=[CH:4][CH:5]=[CH:6][CH:7]=1. (4) The product is: [Br:1][C:2]1[CH:7]=[CH:6][C:5]([CH:8]=[CH:9][C:10]([NH:19][C:18]2[CH:20]=[CH:21][C:15]([Cl:14])=[CH:16][CH:17]=2)=[O:12])=[C:4]([F:13])[CH:3]=1. Given the reactants [Br:1][C:2]1[CH:7]=[CH:6][C:5]([CH:8]=[CH:9][C:10]([OH:12])=O)=[C:4]([F:13])[CH:3]=1.[Cl:14][C:15]1[CH:21]=[CH:20][C:18]([NH2:19])=[CH:17][CH:16]=1.C1C=CC2N(O)N=NC=2C=1.CCN=C=NCCCN(C)C, predict the reaction product. (5) Given the reactants [O:1]=[C:2]1[N:6]([C:7]2([C:10]3[CH:15]=[CH:14][CH:13]=[C:12]([C:16]([F:19])([F:18])[F:17])[CH:11]=3)[CH2:9][CH2:8]2)[CH2:5][C@H:4]([C@@H:20]([NH:28][C:29]([C:31]2[N:35]3[CH2:36][CH2:37][N:38](C(OC(C)(C)C)=O)[CH2:39][C:34]3=[C:33]([C:47]([O:49][CH3:50])=[O:48])[CH:32]=2)=[O:30])[CH2:21][C:22]2[CH:27]=[CH:26][CH:25]=[CH:24][CH:23]=2)[O:3]1.Cl, predict the reaction product. The product is: [O:1]=[C:2]1[N:6]([C:7]2([C:10]3[CH:15]=[CH:14][CH:13]=[C:12]([C:16]([F:19])([F:17])[F:18])[CH:11]=3)[CH2:9][CH2:8]2)[CH2:5][C@H:4]([C@@H:20]([NH:28][C:29]([C:31]2[N:35]3[CH2:36][CH2:37][NH:38][CH2:39][C:34]3=[C:33]([C:47]([O:49][CH3:50])=[O:48])[CH:32]=2)=[O:30])[CH2:21][C:22]2[CH:23]=[CH:24][CH:25]=[CH:26][CH:27]=2)[O:3]1. (6) Given the reactants [O:1]=[C:2]1[CH:6]=[C:5]([C@H:7]2[CH2:12][CH2:11][N:10](C(OC)=O)[C@@H:9]([C:17]3[CH:22]=[CH:21][CH:20]=[CH:19][CH:18]=3)[CH2:8]2)[O:4][NH:3]1.Br, predict the reaction product. The product is: [C:17]1([C@H:9]2[CH2:8][C@@H:7]([C:5]3[O:4][NH:3][C:2](=[O:1])[CH:6]=3)[CH2:12][CH2:11][NH:10]2)[CH:18]=[CH:19][CH:20]=[CH:21][CH:22]=1.